Predict the reaction yield, written as a fraction of the theoretical maximum amount of product (1.0 means a 100% yield; for example, 0.34 means a 34% yield). From a dataset of Buchwald-Hartwig C-N cross coupling reaction yields with 55,370 reactions. The reactants are FC(F)(F)c1ccc(Br)cc1.Cc1ccc(N)cc1.O=S(=O)(O[Pd]1c2ccccc2-c2ccccc2N~1)C(F)(F)F.COc1ccc(OC)c(P(C(C)(C)C)C(C)(C)C)c1-c1c(C(C)C)cc(C(C)C)cc1C(C)C.CCN=P(N=P(N(C)C)(N(C)C)N(C)C)(N(C)C)N(C)C.c1ccc(CN(Cc2ccccc2)c2ccon2)cc1. No catalyst specified. The product is Cc1ccc(Nc2ccc(C(F)(F)F)cc2)cc1. The yield is 0.283.